This data is from Full USPTO retrosynthesis dataset with 1.9M reactions from patents (1976-2016). The task is: Predict the reactants needed to synthesize the given product. Given the product [NH2:9][C:8]1[CH:7]=[CH:6][C:5]([N:12]2[CH2:17][CH2:16][CH:15]([NH2:18])[C:14]([CH3:19])([CH3:20])[CH2:13]2)=[CH:4][C:3]=1[O:2][CH3:1], predict the reactants needed to synthesize it. The reactants are: [CH3:1][O:2][C:3]1[CH:4]=[C:5]([N:12]2[CH2:17][CH2:16][CH:15]([NH2:18])[C:14]([CH3:20])([CH3:19])[CH2:13]2)[CH:6]=[CH:7][C:8]=1[N+:9]([O-])=O.